This data is from Full USPTO retrosynthesis dataset with 1.9M reactions from patents (1976-2016). The task is: Predict the reactants needed to synthesize the given product. (1) Given the product [C:1]([C:3]1[CH:4]=[CH:5][C:6]([O:33][CH3:34])=[C:7]([S:9]([NH:12][CH2:13][CH2:14][C:15]2[CH:20]=[CH:19][C:18]([C:21]3[CH:26]=[CH:25][CH:24]=[CH:23][C:22]=3[S:42]([CH3:35])(=[O:44])=[O:41])=[CH:17][C:16]=2[O:29][CH2:30][O:31][CH3:32])(=[O:10])=[O:53])[CH:8]=1)#[N:2], predict the reactants needed to synthesize it. The reactants are: [C:1]([C:3]1[CH:4]=[CH:5][C:6]([O:33][CH3:34])=[C:7]([S:9]([NH:12][CH2:13][CH2:14][C:15]2[CH:20]=[CH:19][C:18]([C:21]3[CH:26]=[CH:25][CH:24]=[CH:23][C:22]=3SC)=[CH:17][C:16]=2[O:29][CH2:30][O:31][CH3:32])(=O)=[O:10])[CH:8]=1)#[N:2].[C:35](=O)(O)[O-].[Na+].O[O:41][S:42]([O-:44])=O.[K+].S([O-])([O-])(=O)=O.[Na+].[Na+].[OH2:53]. (2) Given the product [CH2:32]([O:31][C:29]([CH:28]1[CH2:14][CH2:13][C:12]([C:9]2[CH:10]=[CH:11][C:6]([O:5][CH2:4][C:3]3[CH:16]=[CH:17][CH:18]=[CH:19][C:2]=3[F:1])=[CH:7][CH:8]=2)=[N:27]1)=[O:30])[CH3:33], predict the reactants needed to synthesize it. The reactants are: [F:1][C:2]1[CH:19]=[CH:18][CH:17]=[CH:16][C:3]=1[CH2:4][O:5][C:6]1[CH:11]=[CH:10][C:9]([C:12](=O)[CH:13]=[CH2:14])=[CH:8][CH:7]=1.C1(C(C2C=CC=CC=2)=[N:27][CH2:28][C:29]([O:31][CH2:32][CH3:33])=[O:30])C=CC=CC=1.OS(O)(=O)=O.C([O-])(O)=O.[Na+]. (3) Given the product [CH2:3]([O:5][C:6]([C:8]1[C:9](=[O:26])[C:10]2[CH:15]=[N:14][C:13]([S:16][CH3:17])=[N:12][C:11]=2[N:18]([CH:20]2[CH2:21][CH2:22][CH2:23][CH2:24][CH2:25]2)[CH:19]=1)=[O:7])[CH3:4], predict the reactants needed to synthesize it. The reactants are: BrBr.[CH2:3]([O:5][C:6]([CH:8]1[CH2:19][N:18]([CH:20]2[CH2:25][CH2:24][CH2:23][CH2:22][CH2:21]2)[C:11]2[N:12]=[C:13]([S:16][CH3:17])[N:14]=[CH:15][C:10]=2[C:9]1=[O:26])=[O:7])[CH3:4].C(N(C(C)C)CC)(C)C. (4) Given the product [CH:1]1([C:7]2[C:11]([CH2:12][CH2:13][CH2:14][O:15][C:30]3[C:29]([O:28][CH2:26][CH3:27])=[CH:34][CH:33]=[CH:32][C:31]=3[CH2:35][C:36]([OH:38])=[O:37])=[CH:10][N:9]([C:16]3[CH:21]=[CH:20][C:19]([C:22]([F:23])([F:24])[F:25])=[CH:18][N:17]=3)[N:8]=2)[CH2:6][CH2:5][CH2:4][CH2:3][CH2:2]1, predict the reactants needed to synthesize it. The reactants are: [CH:1]1([C:7]2[C:11]([CH2:12][CH2:13][CH2:14][OH:15])=[CH:10][N:9]([C:16]3[CH:21]=[CH:20][C:19]([C:22]([F:25])([F:24])[F:23])=[CH:18][N:17]=3)[N:8]=2)[CH2:6][CH2:5][CH2:4][CH2:3][CH2:2]1.[CH2:26]([O:28][C:29]1[C:30](O)=[C:31]([CH2:35][C:36]([O:38]C)=[O:37])[CH:32]=[CH:33][CH:34]=1)[CH3:27].C(P(CCCC)CCCC)CCC.N(C(N1CCCCC1)=O)=NC(N1CCCCC1)=O. (5) Given the product [NH:42]=[C:41]([NH:40][C:38](=[O:39])[O:37][C:34]([CH3:35])([CH3:33])[CH3:36])[C:43]1[CH:44]=[CH:45][C:46]([C:47]([N:15]2[CH2:16][C@@H:12]([CH:9]3[CH2:8][CH2:7][N:6]([S:3]([CH3:2])(=[O:4])=[O:5])[CH2:11][CH2:10]3)[CH2:13][C@H:14]2[C:17]2[NH:18][C:19]([C:22]3[CH:23]=[CH:24][C:25]([NH:28][C:29]([O:30][CH3:31])=[O:32])=[CH:26][CH:27]=3)=[CH:20][N:21]=2)=[O:48])=[CH:50][CH:51]=1, predict the reactants needed to synthesize it. The reactants are: Cl.[CH3:2][S:3]([N:6]1[CH2:11][CH2:10][CH:9]([C@@H:12]2[CH2:16][NH:15][C@H:14]([C:17]3[NH:18][C:19]([C:22]4[CH:27]=[CH:26][C:25]([NH:28][C:29](=[O:32])[O:30][CH3:31])=[CH:24][CH:23]=4)=[CH:20][N:21]=3)[CH2:13]2)[CH2:8][CH2:7]1)(=[O:5])=[O:4].[CH3:33][C:34]([O:37][C:38]([NH:40][C:41]([C:43]1[CH:51]=[CH:50][C:46]([C:47](O)=[O:48])=[CH:45][CH:44]=1)=[NH:42])=[O:39])([CH3:36])[CH3:35]. (6) The reactants are: [OH:1][C@@H:2]1[CH2:25][CH2:24][C@@:23]2([CH3:26])[C@H:4]([CH2:5][C:6](=[O:28])[C@@H:7]3[C@@H:22]2[CH2:21][CH2:20][C@@:19]2([CH3:27])[C@H:8]3[CH2:9][CH2:10][C@@H:11]2[C@H:12]([CH3:18])[CH2:13][CH2:14][C:15]([OH:17])=[O:16])[CH2:3]1.S(=O)(=O)(O)O.[CH3:34]O. Given the product [CH3:34][O:16][C:15](=[O:17])[CH2:14][CH2:13][C@H:12]([C@@H:11]1[C@:19]2([CH3:27])[C@H:8]([C@H:7]3[C@H:22]([CH2:21][CH2:20]2)[C@:23]2([CH3:26])[C@@H:4]([CH2:3][C@H:2]([OH:1])[CH2:25][CH2:24]2)[CH2:5][C:6]3=[O:28])[CH2:9][CH2:10]1)[CH3:18], predict the reactants needed to synthesize it. (7) Given the product [CH3:12][C:13]1([CH3:20])[CH2:18][CH2:17][CH:16]([O:19][C:2]2[CH:7]=[C:6]([F:8])[CH:5]=[CH:4][C:3]=2[N+:9]([O-:11])=[O:10])[CH2:15][CH2:14]1, predict the reactants needed to synthesize it. The reactants are: F[C:2]1[CH:7]=[C:6]([F:8])[CH:5]=[CH:4][C:3]=1[N+:9]([O-:11])=[O:10].[CH3:12][C:13]1([CH3:20])[CH2:18][CH2:17][CH:16]([OH:19])[CH2:15][CH2:14]1. (8) The reactants are: Br[C:2]1[C:10]2[N:9]3[CH2:11][CH2:12][NH:13][C:14](=[O:15])[C:8]3=[CH:7][C:6]=2[CH:5]=[C:4]([C:16]#[N:17])[CH:3]=1.[CH2:18](B(O)O)[CH:19]([CH3:21])[CH3:20]. Given the product [CH2:18]([C:2]1[C:10]2[N:9]3[CH2:11][CH2:12][NH:13][C:14](=[O:15])[C:8]3=[CH:7][C:6]=2[CH:5]=[C:4]([C:16]#[N:17])[CH:3]=1)[CH:19]([CH3:21])[CH3:20], predict the reactants needed to synthesize it. (9) Given the product [C:20]([O:19][C:17](=[O:18])[N:13]([CH2:14][CH2:15][OH:16])[CH2:12][CH2:11][CH2:10][O:9][CH2:1][CH2:2][C:3]1[CH:8]=[CH:7][CH:6]=[CH:5][CH:4]=1)([CH3:23])([CH3:22])[CH3:21], predict the reactants needed to synthesize it. The reactants are: [CH2:1]([O:9][CH2:10][CH2:11][CH2:12][NH:13][CH2:14][CH2:15][OH:16])[CH2:2][C:3]1[CH:8]=[CH:7][CH:6]=[CH:5][CH:4]=1.[C:17](O[C:17]([O:19][C:20]([CH3:23])([CH3:22])[CH3:21])=[O:18])([O:19][C:20]([CH3:23])([CH3:22])[CH3:21])=[O:18].